Dataset: Forward reaction prediction with 1.9M reactions from USPTO patents (1976-2016). Task: Predict the product of the given reaction. (1) Given the reactants [CH2:1]=[CH:2][C:3]1[CH:8]=[CH:7][CH:6]=[CH:5][CH:4]=1.[N+:9]([CH2:12][C:13]([O:15][CH2:16][CH3:17])=[O:14])([O-:11])=[O:10].C(O)(=O)C.C(O)(=O)C.IC1C=CC=CC=1, predict the reaction product. The product is: [N+:9]([C:12]1([C:13]([O:15][CH2:16][CH3:17])=[O:14])[CH2:1][CH:2]1[C:3]1[CH:8]=[CH:7][CH:6]=[CH:5][CH:4]=1)([O-:11])=[O:10]. (2) Given the reactants C(=O)([O-])[O-].[K+].[K+].[CH2:7]([O:9][C:10](=[O:15])[CH2:11][CH2:12][CH2:13][NH2:14])[CH3:8].[C:16]([C@H:19](OS(C)(=O)=O)[CH2:20][CH3:21])(=[O:18])[NH2:17], predict the reaction product. The product is: [CH2:7]([O:9][C:10](=[O:15])[CH2:11][CH2:12][CH2:13][NH:14][C@H:19]([C:16](=[O:18])[NH2:17])[CH2:20][CH3:21])[CH3:8]. (3) Given the reactants [C:1]([O:4][CH2:5][C:6]1[C:11]([N:12]2[C:24](=[O:25])[C:23]3[N:15]([C:16]4[CH:17]5[CH2:26][CH:20]([C:21]=4[CH:22]=3)[CH2:19][CH2:18]5)[CH2:14][CH2:13]2)=[CH:10][C:9]([F:27])=[CH:8][C:7]=1Br)(=[O:3])[CH3:2].[CH3:29][N:30]1[CH:35]=[C:34](B2OC(C)(C)C(C)(C)O2)[CH:33]=[C:32]([NH:45][C:46]2[CH:51]=[CH:50][C:49]([N:52]3[CH2:57][CH2:56][N:55]([CH3:58])[CH2:54][CH2:53]3)=[CH:48][N:47]=2)[C:31]1=[O:59].C([O-])([O-])=O.[Na+].[Na+], predict the reaction product. The product is: [C:1]([O:4][CH2:5][C:6]1[C:11]([N:12]2[C:24](=[O:25])[C:23]3[N:15]([C:16]4[CH:17]5[CH2:26][CH:20]([C:21]=4[CH:22]=3)[CH2:19][CH2:18]5)[CH2:14][CH2:13]2)=[CH:10][C:9]([F:27])=[CH:8][C:7]=1[C:34]1[CH:33]=[C:32]([NH:45][C:46]2[CH:51]=[CH:50][C:49]([N:52]3[CH2:53][CH2:54][N:55]([CH3:58])[CH2:56][CH2:57]3)=[CH:48][N:47]=2)[C:31](=[O:59])[N:30]([CH3:29])[CH:35]=1)(=[O:3])[CH3:2]. (4) Given the reactants Cl[C:2]1[CH:7]=[N:6][CH:5]=[C:4]([Cl:8])[N:3]=1.[F:9][C:10]1[CH:15]=[CH:14][C:13]([OH:16])=[CH:12][CH:11]=1.CC(C)([O-])C.[K+], predict the reaction product. The product is: [Cl:8][C:4]1[CH:5]=[N:6][CH:7]=[C:2]([O:16][C:13]2[CH:14]=[CH:15][C:10]([F:9])=[CH:11][CH:12]=2)[N:3]=1. (5) Given the reactants [F:1][C:2]1[C:3]2[N:4]([CH:12]=[CH:13][N:14]=2)[CH:5]=[CH:6][C:7]=1[C:8]([OH:11])([CH3:10])[CH3:9].Br[C:16]1[CH:17]=[C:18]([C:23]2[C:24]([C:30]#[N:31])=[CH:25][C:26]([F:29])=[CH:27][CH:28]=2)[CH:19]=[C:20]([F:22])[CH:21]=1, predict the reaction product. The product is: [F:29][C:26]1[CH:25]=[C:24]([C:30]#[N:31])[C:23]([C:18]2[CH:17]=[C:16]([C:12]3[N:4]4[CH:5]=[CH:6][C:7]([C:8]([OH:11])([CH3:10])[CH3:9])=[C:2]([F:1])[C:3]4=[N:14][CH:13]=3)[CH:21]=[C:20]([F:22])[CH:19]=2)=[CH:28][CH:27]=1. (6) Given the reactants F[C:2]1[CH:7]=[CH:6][C:5]([N+:8]([O-])=O)=[CH:4][CH:3]=1.C(=O)([O-])[O-].[K+].[K+].[CH3:17][CH:18]1[O:23][CH2:22][CH2:21][NH:20][CH2:19]1.O, predict the reaction product. The product is: [CH3:17][CH:18]1[CH2:19][N:20]([C:2]2[CH:7]=[CH:6][C:5]([NH2:8])=[CH:4][CH:3]=2)[CH2:21][CH2:22][O:23]1. (7) The product is: [F:1][C:2]1[CH:7]=[CH:6][C:5]([S:8][C:9]2[CH:14]=[CH:13][C:12]([CH3:15])=[CH:11][C:10]=2[NH2:16])=[CH:4][CH:3]=1. Given the reactants [F:1][C:2]1[CH:7]=[CH:6][C:5]([S:8][C:9]2[CH:14]=[CH:13][C:12]([CH3:15])=[CH:11][C:10]=2[N+:16]([O-])=O)=[CH:4][CH:3]=1.Cl[Sn]Cl, predict the reaction product.